From a dataset of Reaction yield outcomes from USPTO patents with 853,638 reactions. Predict the reaction yield, written as a fraction of the theoretical maximum amount of product (1.0 means a 100% yield; for example, 0.34 means a 34% yield). The reactants are C[O:2][C:3](=[O:30])[C:4]1[CH:9]=[CH:8][C:7](/[CH:10]=[CH:11]/[C:12]2[C:20]3[C:15](=[CH:16][CH:17]=[CH:18][CH:19]=3)[NH:14][N:13]=2)=[C:6]([NH:21][C:22]([C:24]2[S:25][CH:26]=[CH:27][C:28]=2[CH3:29])=[O:23])[CH:5]=1.[OH-].[Na+].Cl. The catalyst is CO. The product is [NH:14]1[C:15]2[C:20](=[CH:19][CH:18]=[CH:17][CH:16]=2)[C:12](/[CH:11]=[CH:10]/[C:7]2[CH:8]=[CH:9][C:4]([C:3]([OH:30])=[O:2])=[CH:5][C:6]=2[NH:21][C:22]([C:24]2[S:25][CH:26]=[CH:27][C:28]=2[CH3:29])=[O:23])=[N:13]1. The yield is 0.850.